From a dataset of NCI-60 drug combinations with 297,098 pairs across 59 cell lines. Regression. Given two drug SMILES strings and cell line genomic features, predict the synergy score measuring deviation from expected non-interaction effect. (1) Drug 1: CC1C(C(=O)NC(C(=O)N2CCCC2C(=O)N(CC(=O)N(C(C(=O)O1)C(C)C)C)C)C(C)C)NC(=O)C3=C4C(=C(C=C3)C)OC5=C(C(=O)C(=C(C5=N4)C(=O)NC6C(OC(=O)C(N(C(=O)CN(C(=O)C7CCCN7C(=O)C(NC6=O)C(C)C)C)C)C(C)C)C)N)C. Drug 2: CN1C2=C(C=C(C=C2)N(CCCl)CCCl)N=C1CCCC(=O)O.Cl. Cell line: OVCAR-8. Synergy scores: CSS=3.21, Synergy_ZIP=-1.21, Synergy_Bliss=-1.38, Synergy_Loewe=-1.44, Synergy_HSA=-1.47. (2) Drug 1: COC1=CC(=CC(=C1O)OC)C2C3C(COC3=O)C(C4=CC5=C(C=C24)OCO5)OC6C(C(C7C(O6)COC(O7)C8=CC=CS8)O)O. Drug 2: CC1=C2C(C(=O)C3(C(CC4C(C3C(C(C2(C)C)(CC1OC(=O)C(C(C5=CC=CC=C5)NC(=O)OC(C)(C)C)O)O)OC(=O)C6=CC=CC=C6)(CO4)OC(=O)C)O)C)O. Cell line: SF-295. Synergy scores: CSS=52.4, Synergy_ZIP=-6.16, Synergy_Bliss=-7.28, Synergy_Loewe=-7.31, Synergy_HSA=-2.86. (3) Drug 1: C1=NC2=C(N=C(N=C2N1C3C(C(C(O3)CO)O)O)F)N. Drug 2: C(CC(=O)O)C(=O)CN.Cl. Cell line: ACHN. Synergy scores: CSS=6.47, Synergy_ZIP=-0.939, Synergy_Bliss=0.474, Synergy_Loewe=0.485, Synergy_HSA=0.490. (4) Cell line: M14. Drug 2: CN(CC1=CN=C2C(=N1)C(=NC(=N2)N)N)C3=CC=C(C=C3)C(=O)NC(CCC(=O)O)C(=O)O. Synergy scores: CSS=32.8, Synergy_ZIP=6.36, Synergy_Bliss=8.31, Synergy_Loewe=-4.31, Synergy_HSA=3.68. Drug 1: C(=O)(N)NO. (5) Drug 1: CC12CCC3C(C1CCC2=O)CC(=C)C4=CC(=O)C=CC34C. Drug 2: CCC1(CC2CC(C3=C(CCN(C2)C1)C4=CC=CC=C4N3)(C5=C(C=C6C(=C5)C78CCN9C7C(C=CC9)(C(C(C8N6C=O)(C(=O)OC)O)OC(=O)C)CC)OC)C(=O)OC)O.OS(=O)(=O)O. Cell line: BT-549. Synergy scores: CSS=52.4, Synergy_ZIP=1.98, Synergy_Bliss=3.74, Synergy_Loewe=-5.16, Synergy_HSA=5.86.